Dataset: Reaction yield outcomes from USPTO patents with 853,638 reactions. Task: Predict the reaction yield, written as a fraction of the theoretical maximum amount of product (1.0 means a 100% yield; for example, 0.34 means a 34% yield). The reactants are [C:1]([O:5][C:6](=[O:25])[NH:7][C:8]1[CH:13]=[CH:12][CH:11]=[CH:10][C:9]=1[NH:14][C:15](=[O:24])[C:16]1[CH:21]=[CH:20][C:19]([CH:22]=[CH2:23])=[CH:18][CH:17]=1)([CH3:4])([CH3:3])[CH3:2].C1C=C(Cl)C=C(C(OO)=[O:34])C=1.C([O-])(O)=O.[Na+]. The catalyst is C(Cl)(Cl)Cl. The product is [C:1]([O:5][C:6](=[O:25])[NH:7][C:8]1[CH:13]=[CH:12][CH:11]=[CH:10][C:9]=1[NH:14][C:15](=[O:24])[C:16]1[CH:21]=[CH:20][C:19]([CH:22]2[CH2:23][O:34]2)=[CH:18][CH:17]=1)([CH3:4])([CH3:2])[CH3:3]. The yield is 0.660.